Dataset: Reaction yield outcomes from USPTO patents with 853,638 reactions. Task: Predict the reaction yield, written as a fraction of the theoretical maximum amount of product (1.0 means a 100% yield; for example, 0.34 means a 34% yield). (1) The reactants are C([N:8]1[CH2:13][CH:12]=[C:11]([C:14]2[C:22]3[C:17](=[CH:18][C:19]([F:23])=[CH:20][CH:21]=3)[NH:16][C:15]=2[CH2:24][CH3:25])[CH2:10][CH2:9]1)C1C=CC=CC=1. The catalyst is [Pd].CO. The product is [CH2:24]([C:15]1[NH:16][C:17]2[C:22]([C:14]=1[CH:11]1[CH2:12][CH2:13][NH:8][CH2:9][CH2:10]1)=[CH:21][CH:20]=[C:19]([F:23])[CH:18]=2)[CH3:25]. The yield is 0.850. (2) The reactants are N1C=CC=[CH:3][C:2]=1[S:7][S:8][C:9]1[CH:14]=[CH:13][CH:12]=[CH:11][N:10]=1.Cl.[NH2:16]CCS. The catalyst is CO.C(O)(=O)C. The product is [N:10]1[CH:11]=[CH:12][CH:13]=[CH:14][C:9]=1[S:8][S:7][CH2:2][CH2:3][NH2:16]. The yield is 0.740. (3) The reactants are [CH2:1]([C:5]1[N:10]2[N:11]=[CH:12][N:13]=[C:9]2[N:8]([CH:14]2[CH2:19][CH2:18][CH:17]([OH:20])[CH2:16][CH2:15]2)[C:7](=[O:21])[C:6]=1[CH2:22][C:23]1[CH:28]=[CH:27][C:26]([C:29]2[C:30]([C:35]#[N:36])=[CH:31][CH:32]=[CH:33][CH:34]=2)=[CH:25][CH:24]=1)[CH2:2][CH2:3][CH3:4].CI.[CH3:39]N(C)C=O.[H-].[Na+]. The catalyst is C(OCC)(=O)C. The product is [CH2:1]([C:5]1[N:10]2[N:11]=[CH:12][N:13]=[C:9]2[N:8]([CH:14]2[CH2:19][CH2:18][CH:17]([O:20][CH3:39])[CH2:16][CH2:15]2)[C:7](=[O:21])[C:6]=1[CH2:22][C:23]1[CH:28]=[CH:27][C:26]([C:29]2[C:30]([C:35]#[N:36])=[CH:31][CH:32]=[CH:33][CH:34]=2)=[CH:25][CH:24]=1)[CH2:2][CH2:3][CH3:4]. The yield is 0.420. (4) The reactants are C([N:4]1[C:12]2[C:7](=[CH:8][CH:9]=[C:10]([I:13])[CH:11]=2)[CH2:6][CH2:5]1)(=O)C.[OH-].[Na+].CCO. The catalyst is O. The product is [I:13][C:10]1[CH:11]=[C:12]2[C:7]([CH2:6][CH2:5][NH:4]2)=[CH:8][CH:9]=1. The yield is 0.640. (5) The reactants are [Cl:1][C:2]1[CH:3]=[C:4]([OH:8])[CH:5]=[CH:6][CH:7]=1.Cl[C:10]1[N:11]=[C:12]([OH:20])[C:13]2[CH:19]=[CH:18][N:17]=[CH:16][C:14]=2[N:15]=1. No catalyst specified. The product is [Cl:1][C:2]1[CH:3]=[C:4]([CH:5]=[CH:6][CH:7]=1)[O:8][C:10]1[N:11]=[C:12]([OH:20])[C:13]2[CH:19]=[CH:18][N:17]=[CH:16][C:14]=2[N:15]=1. The yield is 0.170. (6) The reactants are Br[C:2]1[CH:3]=[C:4]([NH:10][C:11]2[CH:16]=[CH:15][C:14]([N:17]3[CH2:22][CH2:21][O:20][CH2:19][CH2:18]3)=[CH:13][N:12]=2)[C:5](=[O:9])[N:6]([CH3:8])[CH:7]=1.[CH3:23][C:24]1([CH3:40])[C:28]([CH3:30])([CH3:29])[O:27][B:26]([B:26]2[O:27][C:28]([CH3:30])([CH3:29])[C:24]([CH3:40])([CH3:23])[O:25]2)[O:25]1.C([O-])(=O)C.[K+].O1CCOCC1. The catalyst is C(OCC)(=O)C.O.C1C=CC(P(C2C=CC=CC=2)[C-]2C=CC=C2)=CC=1.C1C=CC(P(C2C=CC=CC=2)[C-]2C=CC=C2)=CC=1.Cl[Pd]Cl.[Fe+2].C(Cl)Cl. The product is [CH3:8][N:6]1[CH:7]=[C:2]([B:26]2[O:27][C:28]([CH3:30])([CH3:29])[C:24]([CH3:40])([CH3:23])[O:25]2)[CH:3]=[C:4]([NH:10][C:11]2[CH:16]=[CH:15][C:14]([N:17]3[CH2:22][CH2:21][O:20][CH2:19][CH2:18]3)=[CH:13][N:12]=2)[C:5]1=[O:9]. The yield is 1.00. (7) The catalyst is C(O)(C)C. The product is [F:27][C:2]([F:1])([F:26])[O:3][C:4]1[CH:9]=[CH:8][C:7]([N:10]2[CH:14]=[N:13][C:12]([C:15]3[CH:20]=[CH:19][C:18](/[CH:21]=[CH:22]/[C:23]([N:44]=[N+:45]=[N-:46])=[O:25])=[CH:17][CH:16]=3)=[N:11]2)=[CH:6][CH:5]=1. The reactants are [F:1][C:2]([F:27])([F:26])[O:3][C:4]1[CH:9]=[CH:8][C:7]([N:10]2[CH:14]=[N:13][C:12]([C:15]3[CH:20]=[CH:19][C:18](/[CH:21]=[CH:22]/[C:23]([OH:25])=O)=[CH:17][CH:16]=3)=[N:11]2)=[CH:6][CH:5]=1.P([N:44]=[N+:45]=[N-:46])(=O)(OC1C=CC=CC=1)OC1C=CC=CC=1.C(N(CC)CC)C. The yield is 0.780.